Dataset: Reaction yield outcomes from USPTO patents with 853,638 reactions. Task: Predict the reaction yield, written as a fraction of the theoretical maximum amount of product (1.0 means a 100% yield; for example, 0.34 means a 34% yield). (1) The reactants are O=[C:2]1[CH2:7][CH2:6][N:5]([C:8]([O:10][C:11]([CH3:14])([CH3:13])[CH3:12])=[O:9])[CH2:4][CH:3]1[C:15](=O)[CH2:16][CH:17]1[CH2:22][CH2:21][O:20][CH2:19][CH2:18]1.[CH3:24][C:25]1[N:26]([C:30]2[CH:35]=[CH:34][C:33]([NH:36][C:37]([NH2:39])=[NH:38])=[CH:32][CH:31]=2)[CH:27]=[CH:28][N:29]=1. No catalyst specified. The product is [CH3:24][C:25]1[N:26]([C:30]2[CH:31]=[CH:32][C:33]([NH:36][C:37]3[N:38]=[C:15]([CH2:16][CH:17]4[CH2:22][CH2:21][O:20][CH2:19][CH2:18]4)[C:3]4[CH2:4][N:5]([C:8]([O:10][C:11]([CH3:14])([CH3:13])[CH3:12])=[O:9])[CH2:6][CH2:7][C:2]=4[N:39]=3)=[CH:34][CH:35]=2)[CH:27]=[CH:28][N:29]=1. The yield is 0.860. (2) The reactants are [Br:1][C:2]1[CH:7]=[CH:6][C:5]([C:8]2[NH:9][CH:10]=[C:11]([C:13]3[N:17]([CH:18]([CH3:20])[CH3:19])[N:16]=[CH:15][N:14]=3)[N:12]=2)=[C:4](F)[CH:3]=1.C1(=O)O[CH2:25][CH2:24][O:23]1.C(=O)([O-])[O-].[Cs+].[Cs+].O. The catalyst is CN(C=O)C. The product is [Br:1][C:2]1[CH:7]=[CH:6][C:5]2[C:8]3[N:9]([CH:10]=[C:11]([C:13]4[N:17]([CH:18]([CH3:20])[CH3:19])[N:16]=[CH:15][N:14]=4)[N:12]=3)[CH2:25][CH2:24][O:23][C:4]=2[CH:3]=1. The yield is 0.580.